The task is: Predict which catalyst facilitates the given reaction.. This data is from Catalyst prediction with 721,799 reactions and 888 catalyst types from USPTO. (1) The catalyst class is: 11. Reactant: [Cl:1][C:2]1[C:26]([C:27]([F:30])([F:29])[F:28])=[CH:25][CH:24]=[CH:23][C:3]=1[CH2:4][N:5]1[C:10](=[O:11])[C:9]([C:12]#[N:13])=[CH:8][N:7]([C:14]2[CH:19]=[CH:18][C:17]([O:20][CH3:21])=[CH:16][CH:15]=2)[C:6]1=[O:22].C([Sn](=O)CCCC)CCC.C[Si]([N:45]=[N+:46]=[N-:47])(C)C.C(O)C. Product: [Cl:1][C:2]1[C:26]([C:27]([F:30])([F:28])[F:29])=[CH:25][CH:24]=[CH:23][C:3]=1[CH2:4][N:5]1[C:10](=[O:11])[C:9]([C:12]2[NH:47][N:46]=[N:45][N:13]=2)=[CH:8][N:7]([C:14]2[CH:15]=[CH:16][C:17]([O:20][CH3:21])=[CH:18][CH:19]=2)[C:6]1=[O:22]. (2) Reactant: [CH3:1][N:2]1[CH:7]2[CH2:8][CH2:9][CH:3]1[CH2:4][CH:5]([N:10]1[CH2:15][CH2:14][NH:13][CH2:12][CH2:11]1)[CH2:6]2.[NH2:16][C:17]1[C:48]([C:49]([F:52])([F:51])[F:50])=[CH:47][C:20]([CH2:21][C@@H:22]([CH2:26][C:27](=[O:46])[N:28]2[CH2:33][CH2:32][CH:31]([N:34]3[CH2:40][CH2:39][C:38]4[CH:41]=[CH:42][CH:43]=[CH:44][C:37]=4[NH:36][C:35]3=[O:45])[CH2:30][CH2:29]2)[C:23](O)=[O:24])=[CH:19][C:18]=1[Cl:53].CN(C(ON1N=NC2C=CC=CC1=2)=[N+](C)C)C.[B-](F)(F)(F)F.C(N(C(C)C)C(C)C)C.C([O-])([O-])=O.[K+].[K+]. The catalyst class is: 3. Product: [NH2:16][C:17]1[C:48]([C:49]([F:51])([F:50])[F:52])=[CH:47][C:20]([CH2:21][C@@H:22]([CH2:26][C:27]([N:28]2[CH2:33][CH2:32][CH:31]([N:34]3[CH2:40][CH2:39][C:38]4[CH:41]=[CH:42][CH:43]=[CH:44][C:37]=4[NH:36][C:35]3=[O:45])[CH2:30][CH2:29]2)=[O:46])[C:23]([N:13]2[CH2:14][CH2:15][N:10]([CH:5]3[CH2:6][CH:7]4[N:2]([CH3:1])[CH:3]([CH2:9][CH2:8]4)[CH2:4]3)[CH2:11][CH2:12]2)=[O:24])=[CH:19][C:18]=1[Cl:53]. (3) Reactant: [CH:1]1([CH2:6][CH:7]([N:11]2[C:19]3[C:14](=[CH:15][C:16]([CH3:20])=[CH:17][CH:18]=3)[C:13](=[O:21])[C:12]2=[O:22])[C:8]([OH:10])=O)[CH2:5][CH2:4][CH2:3][CH2:2]1.[CH3:23][N:24]1[CH:28]=[CH:27][C:26]([NH2:29])=[N:25]1.C(N(CC)C(C)C)(C)C.F[P-](F)(F)(F)(F)F.N1(O[P+](N(C)C)(N(C)C)N(C)C)C2C=CC=CC=2N=N1. Product: [CH:1]1([CH2:6][CH:7]([N:11]2[C:19]3[C:14](=[CH:15][C:16]([CH3:20])=[CH:17][CH:18]=3)[C:13](=[O:21])[C:12]2=[O:22])[C:8]([NH:29][C:26]2[CH:27]=[CH:28][N:24]([CH3:23])[N:25]=2)=[O:10])[CH2:5][CH2:4][CH2:3][CH2:2]1. The catalyst class is: 42. (4) Reactant: Cl[C:2]1[N:11]=[C:10]([NH:12][CH2:13][CH:14]([C:19]2[CH:24]=[CH:23][CH:22]=[CH:21][CH:20]=2)[CH2:15][N:16]([CH3:18])[CH3:17])[C:9]2[C:4](=[CH:5][CH:6]=[CH:7][CH:8]=2)[N:3]=1.[CH3:25][C:26]1[C:31](B(O)O)=[CH:30][N:29]2[CH:35]=[CH:36][N:37]=[C:28]2[CH:27]=1.C(NC1C2C(=CC=CC=2)N=C(C2SC3C=CC=CC=3C=2)N=1)(C1C=CC=CC=1)C1C=CC=CC=1. Product: [CH3:17][N:16]([CH3:18])[CH2:15][CH:14]([C:19]1[CH:24]=[CH:23][CH:22]=[CH:21][CH:20]=1)[CH2:13][NH:12][C:10]1[C:9]2[C:4](=[CH:5][CH:6]=[CH:7][CH:8]=2)[N:3]=[C:2]([C:31]2[C:26]([CH3:25])=[CH:27][C:28]3[N:29]([CH:35]=[CH:36][N:37]=3)[CH:30]=2)[N:11]=1. The catalyst class is: 147. (5) Reactant: Cl.[CH3:2][O:3][C:4]1[CH:5]=[C:6]2[C:11](=[CH:12][CH:13]=1)[CH:10]=[C:9]([C:14]1[CH:19]=[CH:18][N:17]=[C:16]([N:20]([CH3:22])[CH3:21])[N:15]=1)[CH:8]=[C:7]2[NH:23][CH:24]1[CH2:29][CH2:28][NH:27][CH2:26][CH2:25]1.C(N(CC)CC)C.[Br:37][C:38]1[C:46]2[C:41](=[N:42][CH:43]=[N:44][C:45]=2Cl)[NH:40][N:39]=1.C(OCC)(=O)C. Product: [Br:37][C:38]1[C:46]2[C:41](=[N:42][CH:43]=[N:44][C:45]=2[N:27]2[CH2:28][CH2:29][CH:24]([NH:23][C:7]3[C:6]4[C:11](=[CH:12][CH:13]=[C:4]([O:3][CH3:2])[CH:5]=4)[CH:10]=[C:9]([C:14]4[CH:19]=[CH:18][N:17]=[C:16]([N:20]([CH3:22])[CH3:21])[N:15]=4)[CH:8]=3)[CH2:25][CH2:26]2)[NH:40][N:39]=1. The catalyst class is: 7.